This data is from Forward reaction prediction with 1.9M reactions from USPTO patents (1976-2016). The task is: Predict the product of the given reaction. (1) The product is: [CH3:3][C:4]1([CH3:5])[C:18]2[CH:19]=[C:20]([C:1]3[CH:6]=[CH:5][CH:4]=[CH:3][CH:2]=3)[C:21]3[CH:2]=[CH:1][CH:6]=[CH:22][C:16]=3[C:17]=2[C:1]2[CH:6]=[CH:5][CH:4]=[CH:3][C:2]1=2. Given the reactants [C:1]1(B(O)O)[CH:6]=[CH:5][CH:4]=[CH:3][CH:2]=1.C(=O)([O-])[O-].[K+].[K+].[C:16]1([CH3:22])[CH:21]=[CH:20][CH:19]=[CH:18][CH:17]=1, predict the reaction product. (2) Given the reactants [CH3:1][C:2]1[CH:7]=[CH:6][C:5]([C:8]2[O:9][C:10]([CH3:13])=[N:11][N:12]=2)=[CH:4][C:3]=1[C:14]1[CH:19]=[CH:18][C:17]([C:20]([NH:22][CH2:23][C:24]2[C:33]3[C:28](=[CH:29][CH:30]=[CH:31][CH:32]=3)[CH:27]=[CH:26][CH:25]=2)=[O:21])=[CH:16][CH:15]=1.I[CH3:35], predict the reaction product. The product is: [CH3:1][C:2]1[CH:7]=[CH:6][C:5]([C:8]2[O:9][C:10]([CH3:13])=[N:11][N:12]=2)=[CH:4][C:3]=1[C:14]1[CH:15]=[CH:16][C:17]([C:20]([N:22]([CH3:35])[CH2:23][C:24]2[C:33]3[C:28](=[CH:29][CH:30]=[CH:31][CH:32]=3)[CH:27]=[CH:26][CH:25]=2)=[O:21])=[CH:18][CH:19]=1. (3) Given the reactants CN([CH:4]=[CH:5][C:6]([C:8]1[CH:13]=[CH:12][C:11]([O:14][CH3:15])=[C:10]([O:16][CH3:17])[CH:9]=1)=[O:7])C.[CH:18]1[CH:29]=[C:28]2[C:21]([C:22]([CH:24]=[CH:25][C:26]2=[O:27])=[O:23])=[CH:20][CH:19]=1, predict the reaction product. The product is: [CH3:17][O:16][C:10]1[CH:9]=[C:8]([C:6]([C:5]2[C:24]3[CH:25]=[C:26]([OH:27])[C:28]4[C:21](=[CH:20][CH:19]=[CH:18][CH:29]=4)[C:22]=3[O:23][CH:4]=2)=[O:7])[CH:13]=[CH:12][C:11]=1[O:14][CH3:15]. (4) Given the reactants [BH4-].[Na+].[Cl:3][CH2:4][C:5]([C:7]1[CH:12]=[N:11][CH:10]=[CH:9][N:8]=1)=[O:6].O.O.O.O.O.O.O.[Cl-].[Ce+3].[Cl-].[Cl-], predict the reaction product. The product is: [Cl:3][CH2:4][CH:5]([C:7]1[CH:12]=[N:11][CH:10]=[CH:9][N:8]=1)[OH:6]. (5) Given the reactants [C:1]([O:5][C:6]([N:8]1[CH2:14][CH2:13][CH2:12][C:11]2[CH:15]=[CH:16][C:17]([C:19]([OH:21])=[O:20])=[CH:18][C:10]=2[CH2:9]1)=[O:7])([CH3:4])([CH3:3])[CH3:2].[N:22]1[CH:27]=[CH:26][C:25]([N:28]2[CH2:33][CH2:32][CH:31]([CH2:34]O)[CH2:30][CH2:29]2)=[CH:24][CH:23]=1, predict the reaction product. The product is: [CH2:9]1[C:10]2[CH:18]=[C:17]([C:19]([O:21][CH2:34][CH:31]3[CH2:30][CH2:29][N:28]([C:25]4[CH:24]=[CH:23][N:22]=[CH:27][CH:26]=4)[CH2:33][CH2:32]3)=[O:20])[CH:16]=[CH:15][C:11]=2[CH2:12][CH2:13][CH2:14][N:8]1[C:6]([O:5][C:1]([CH3:4])([CH3:2])[CH3:3])=[O:7]. (6) Given the reactants C[Mg]I.[C:4]1(C)C=C(C)C=C(C)C=1N1C=CN(C2C(C)=CC(C)=CC=2C)C1=[Cu-2]Cl.Cl[CH2:30][CH:31]=[C:32]([CH:34]([CH2:43][C:44]1[CH:49]=[CH:48][C:47]([Br:50])=[CH:46][CH:45]=1)[CH2:35][C:36]1[CH:41]=[CH:40][C:39]([Br:42])=[CH:38][CH:37]=1)[CH3:33].[Cl-].[NH4+], predict the reaction product. The product is: [CH3:33][C:32]([CH:34]([CH2:43][C:44]1[CH:49]=[CH:48][C:47]([Br:50])=[CH:46][CH:45]=1)[CH2:35][C:36]1[CH:41]=[CH:40][C:39]([Br:42])=[CH:38][CH:37]=1)([CH:31]=[CH2:30])[CH3:4]. (7) Given the reactants [C:1]([C:3]1[CH:4]=[CH:5][C:6]2[O:11][C@@:10]([CH:13]([O:16][CH3:17])[O:14][CH3:15])([CH3:12])[C@H:9]3[O:18][C@H:8]3[C:7]=2[CH:19]=1)#[N:2].[Cl:20][C:21]1[CH:26]=[CH:25][C:24]([NH:27][CH2:28][C:29]2[NH:30][CH:31]=[CH:32][N:33]=2)=[CH:23][CH:22]=1, predict the reaction product. The product is: [C:1]([C:3]1[CH:4]=[CH:5][C:6]2[O:11][C@@:10]([CH:13]([O:16][CH3:17])[O:14][CH3:15])([CH3:12])[C@@H:9]([OH:18])[C@H:8]([N:27]([C:24]3[CH:25]=[CH:26][C:21]([Cl:20])=[CH:22][CH:23]=3)[CH2:28][C:29]3[NH:30][CH:31]=[CH:32][N:33]=3)[C:7]=2[CH:19]=1)#[N:2].